This data is from Cav3 T-type calcium channel HTS with 100,875 compounds. The task is: Binary Classification. Given a drug SMILES string, predict its activity (active/inactive) in a high-throughput screening assay against a specified biological target. (1) The molecule is O1CCN(CC1)Cc1oc(C(=O)N(CC(=O)NC(C)(C)C)c2cc3OCCOc3cc2)cc1. The result is 0 (inactive). (2) The result is 0 (inactive). The molecule is Clc1c(C(=O)NCCN2CCOCC2)cc(S(=O)(=O)NCCCN2CCCC2=O)cc1. (3) The compound is S=c1n(c(n[nH]1)Cn1nc(cc1C)C)Cc1ccccc1. The result is 0 (inactive). (4) The compound is FC(F)(F)c1cc(N(CC(=O)NC2CCCC2)C(=O)c2oc(C(C)(C)C)cc2C)ccc1. The result is 0 (inactive). (5) The result is 0 (inactive). The drug is Brc1c2c(c(S(=O)(=O)n3cc(nc3)C)cc1)cccc2. (6) The drug is O1C2C(C(C1C=C2)C(O)=O)C(=O)NCCCn1ccnc1. The result is 0 (inactive).